From a dataset of Catalyst prediction with 721,799 reactions and 888 catalyst types from USPTO. Predict which catalyst facilitates the given reaction. Reactant: C(S([O-])(=O)=O)(F)(F)F.C(S([O-])(=O)=O)(F)(F)F.C(S([O-])(=O)=O)(F)(F)F.[Yb+3].[CH3:26][C:27]1[O:31][N:30]=[C:29]([C:32]2[CH:37]=[CH:36][C:35]([NH2:38])=[CH:34][CH:33]=2)[N:28]=1.[CH3:39][O:40][C:41]1[C:49]2[O:48][CH2:47][CH2:46][C:45]=2[CH:44]=[C:43]([CH:50]=O)[CH:42]=1.FC(F)(F)C(O)=O.[C:59](C1C=CC(NC(C2C=C(OC)C(OC)=CC=2F)C2NC(=O)N(C3C=CC=CC=3C(O)=O)N=2)=CC=1)(=N)[NH2:60].C[Si](C#N)(C)C. Product: [CH3:39][O:40][C:41]1[C:49]2[O:48][CH2:47][CH2:46][C:45]=2[CH:44]=[C:43]([CH:50]([NH:38][C:35]2[CH:36]=[CH:37][C:32]([C:29]3[N:28]=[C:27]([CH3:26])[O:31][N:30]=3)=[CH:33][CH:34]=2)[C:59]#[N:60])[CH:42]=1. The catalyst class is: 1.